Predict the reactants needed to synthesize the given product. From a dataset of Full USPTO retrosynthesis dataset with 1.9M reactions from patents (1976-2016). (1) Given the product [C:12]12([C:22]3[CH:23]=[C:24]([C:6]4[CH:7]=[CH:8][C:3]([CH:1]=[O:2])=[CH:4][CH:5]=4)[CH:25]=[CH:26][C:27]=3[O:28][Si:29]([C:32]([CH3:35])([CH3:34])[CH3:33])([CH3:30])[CH3:31])[CH2:13][CH:14]3[CH2:20][CH:18]([CH2:17][CH:16]([CH2:15]3)[CH2:21]1)[CH2:19]2, predict the reactants needed to synthesize it. The reactants are: [CH:1]([C:3]1[CH:8]=[CH:7][C:6](B(O)O)=[CH:5][CH:4]=1)=[O:2].[C:12]12([C:22]3[CH:23]=[C:24](Br)[CH:25]=[CH:26][C:27]=3[O:28][Si:29]([C:32]([CH3:35])([CH3:34])[CH3:33])([CH3:31])[CH3:30])[CH2:21][CH:16]3[CH2:17][CH:18]([CH2:20][CH:14]([CH2:15]3)[CH2:13]1)[CH2:19]2.C(=O)([O-])[O-].[K+].[K+]. (2) Given the product [OH:35][NH:39][C:21](=[O:22])[CH2:20][CH2:19][CH2:18][CH2:17][CH2:16][CH2:15][C:14]([NH:13][C:10]1[CH:11]=[CH:12][C:7]([CH2:6][C:5]([N:4]([CH2:3][CH2:2][OH:1])[C:27]2[CH:28]=[CH:29][CH:30]=[CH:31][CH:32]=2)=[O:26])=[CH:8][CH:9]=1)=[O:25], predict the reactants needed to synthesize it. The reactants are: [OH:1][CH2:2][CH2:3][N:4]([C:27]1[CH:32]=[CH:31][CH:30]=[CH:29][CH:28]=1)[C:5](=[O:26])[CH2:6][C:7]1[CH:12]=[CH:11][C:10]([NH:13][C:14](=[O:25])[CH2:15][CH2:16][CH2:17][CH2:18][CH2:19][CH2:20][C:21](OC)=[O:22])=[CH:9][CH:8]=1.O[Li].[OH2:35].Cl.CC[N:39]=C=NCCCN(C)C. (3) Given the product [CH3:13][C:7]1[C:6]2[C:11](=[C:2]([C:23]3[CH:22]=[CH:21][C:20]([C:18]4[CH:17]=[N:16][N:15]([CH3:14])[CH:19]=4)=[CH:25][CH:24]=3)[CH:3]=[N:4][CH:5]=2)[NH:10][C:9](=[O:12])[CH:8]=1, predict the reactants needed to synthesize it. The reactants are: Br[C:2]1[CH:3]=[N:4][CH:5]=[C:6]2[C:11]=1[NH:10][C:9](=[O:12])[CH:8]=[C:7]2[CH3:13].[CH3:14][N:15]1[CH:19]=[C:18]([C:20]2[CH:25]=[CH:24][C:23](B3OC(C)(C)C(C)(C)O3)=[CH:22][CH:21]=2)[CH:17]=[N:16]1.C(=O)([O-])[O-].[Na+].[Na+]. (4) Given the product [NH2:5][C:6]1[CH:7]=[CH:8][C:9]([Cl:15])=[C:10]([CH:14]=1)[C:11]([O:13][CH3:16])=[O:12], predict the reactants needed to synthesize it. The reactants are: S(Cl)(Cl)=O.[NH2:5][C:6]1[CH:7]=[CH:8][C:9]([Cl:15])=[C:10]([CH:14]=1)[C:11]([OH:13])=[O:12].[CH3:16]O. (5) Given the product [C:19]1([S:16]([NH:15][C:10]2[CH:9]=[C:8]([C:4]3[S:3][C:2]([NH:1][C:30](=[O:31])[C:29]4[CH:33]=[CH:34][C:26]([Cl:25])=[N:27][CH:28]=4)=[N:6][C:5]=3[CH3:7])[CH:13]=[N:12][C:11]=2[Cl:14])(=[O:18])=[O:17])[CH:20]=[CH:21][CH:22]=[CH:23][CH:24]=1, predict the reactants needed to synthesize it. The reactants are: [NH2:1][C:2]1[S:3][C:4]([C:8]2[CH:9]=[C:10]([NH:15][S:16]([C:19]3[CH:24]=[CH:23][CH:22]=[CH:21][CH:20]=3)(=[O:18])=[O:17])[C:11]([Cl:14])=[N:12][CH:13]=2)=[C:5]([CH3:7])[N:6]=1.[Cl:25][C:26]1[CH:34]=[CH:33][C:29]([C:30](Cl)=[O:31])=[CH:28][N:27]=1. (6) The reactants are: C(N(CC)CC)C.[CH3:8][S:9](Cl)(=[O:11])=[O:10].[OH:13][CH2:14][C@H:15]([NH:20][C:21](=[O:27])[O:22][C:23]([CH3:26])([CH3:25])[CH3:24])[CH2:16][CH:17]([CH3:19])[CH3:18].C(=O)([O-])O.[Na+]. Given the product [CH3:8][S:9]([O:13][CH2:14][C@H:15]([NH:20][C:21]([O:22][C:23]([CH3:25])([CH3:24])[CH3:26])=[O:27])[CH2:16][CH:17]([CH3:19])[CH3:18])(=[O:11])=[O:10], predict the reactants needed to synthesize it. (7) Given the product [C:10]([NH:5][C:4]1[CH:6]=[CH:7][CH:8]=[CH:9][C:3]=1[CH2:1][CH3:2])(=[O:12])[CH3:11], predict the reactants needed to synthesize it. The reactants are: [CH2:1]([C:3]1[CH:9]=[CH:8][CH:7]=[CH:6][C:4]=1[NH2:5])[CH3:2].[C:10](OC(=O)C)(=[O:12])[CH3:11]. (8) Given the product [F:1][CH:2]([F:13])[O:3][C:26]1[CH:25]=[C:24]2[C:20]([C:21]([N:30]=[C:31]=[O:32])=[CH:22][N:23]2[C:27]([NH2:29])=[O:28])=[CH:19][CH:18]=1, predict the reactants needed to synthesize it. The reactants are: [F:1][CH:2]([F:13])[O:3]C1C=C2C(C=CN2)=CC=1.C(O[C:18]1[CH:19]=[C:20]2[C:24](=[CH:25][CH:26]=1)[N:23]([C:27]([NH2:29])=[O:28])[CH:22]=[C:21]2[N:30]=[C:31]=[O:32])C=C. (9) Given the product [NH2:24][C:21]1[CH:22]=[CH:23][C:18]([O:1][C:2]2[CH:3]=[CH:4][C:5]3[N:6]([CH:8]=[C:9]([NH:11][C:12]([CH:14]4[CH2:15][CH2:16]4)=[O:13])[N:10]=3)[CH:7]=2)=[C:19]([Cl:27])[CH:20]=1, predict the reactants needed to synthesize it. The reactants are: [OH:1][C:2]1[CH:3]=[CH:4][C:5]2[N:6]([CH:8]=[C:9]([NH:11][C:12]([CH:14]3[CH2:16][CH2:15]3)=[O:13])[N:10]=2)[CH:7]=1.F[C:18]1[CH:23]=[CH:22][C:21]([N+:24]([O-])=O)=[CH:20][C:19]=1[Cl:27].C(=O)([O-])[O-].[Cs+].[Cs+].[Cl-].[NH4+].